Dataset: Reaction yield outcomes from USPTO patents with 853,638 reactions. Task: Predict the reaction yield, written as a fraction of the theoretical maximum amount of product (1.0 means a 100% yield; for example, 0.34 means a 34% yield). (1) The reactants are [O:1]1[CH2:5][CH2:4][O:3][CH:2]1[C:6]1[C:7]([F:14])=[C:8]([NH2:13])[CH:9]=[CH:10][C:11]=1[F:12].[CH3:15][N:16]([CH3:27])[S:17]([N:20]1[CH:24]=[C:23](C=O)[N:22]=[CH:21]1)(=[O:19])=[O:18].[BH4-].[Na+].[CH3:30]O. No catalyst specified. The product is [CH3:15][N:16]([CH3:27])[S:17]([N:20]1[C:24]([CH2:30][NH:13][C:8]2[CH:9]=[CH:10][C:11]([F:12])=[C:6]([CH:2]3[O:3][CH2:4][CH2:5][O:1]3)[C:7]=2[F:14])=[CH:23][N:22]=[CH:21]1)(=[O:19])=[O:18]. The yield is 0.760. (2) The reactants are [C:1]1([C@@H:7]2[O:9][C@H:8]2[C:10]([O-:12])=O)[CH:6]=[CH:5][CH:4]=[CH:3][CH:2]=1.[K+].ClC(OCC(C)C)=O.CN1CCOCC1.[NH2:29][C:30]1[CH:35]=[CH:34][CH:33]=[CH:32][C:31]=1[OH:36]. The catalyst is C1COCC1. The product is [OH:36][C:31]1[CH:32]=[CH:33][CH:34]=[CH:35][C:30]=1[NH:29][C:10]([C@H:8]1[C@H:7]([C:1]2[CH:2]=[CH:3][CH:4]=[CH:5][CH:6]=2)[O:9]1)=[O:12]. The yield is 0.770. (3) The reactants are [Br:1][C:2]1[CH:15]=[CH:14][CH:13]=[CH:12][C:3]=1[O:4][CH2:5][CH:6]1[CH2:11][CH2:10]S[CH2:8][CH2:7]1.C(Cl)Cl.ClC1C=C(C=CC=1)C(OO)=O.[O-:30][S:31]([O-:34])(=S)=O.[Na+].[Na+]. No catalyst specified. The product is [Br:1][C:2]1[CH:15]=[CH:14][CH:13]=[CH:12][C:3]=1[O:4][CH2:5][CH:6]1[CH2:7][CH2:8][S:31](=[O:34])(=[O:30])[CH2:10][CH2:11]1. The yield is 0.670. (4) The reactants are [N:1]([C:4]1[CH:10]=[CH:9][C:7]([NH2:8])=[CH:6][CH:5]=1)=[N+:2]=[N-:3].[Br:11][C:12]1[CH:13]=[CH:14][C:15]2[N:16]([CH2:26][CH:27]3[CH2:29][O:28]3)[C:17]3[C:22]([C:23]=2[CH:24]=1)=[CH:21][C:20]([Br:25])=[CH:19][CH:18]=3.[Li+].[Br-]. The catalyst is C1COCC1. The product is [N:1]([C:4]1[CH:10]=[CH:9][C:7]([NH:8][CH2:29][CH:27]([OH:28])[CH2:26][N:16]2[C:17]3[CH:18]=[CH:19][C:20]([Br:25])=[CH:21][C:22]=3[C:23]3[C:15]2=[CH:14][CH:13]=[C:12]([Br:11])[CH:24]=3)=[CH:6][CH:5]=1)=[N+:2]=[N-:3]. The yield is 0.230. (5) The reactants are [NH2:1][C:2]1[N:3]=[CH:4][C:5]2[CH2:11][N:10]([C:12]3[CH:13]=[C:14]([CH:18]=[CH:19][CH:20]=3)[C:15]([OH:17])=O)[CH2:9][CH2:8][C:6]=2[N:7]=1.C(N(CC)C(C)C)(C)C.CN(C(ON1N=NC2C=CC=CC1=2)=[N+](C)C)C.F[P-](F)(F)(F)(F)F.[CH:54]([C:57]1[CH:58]=[C:59]([CH:61]=[CH:62][CH:63]=1)[NH2:60])([CH3:56])[CH3:55]. The catalyst is CN(C=O)C. The product is [NH2:1][C:2]1[N:3]=[CH:4][C:5]2[CH2:11][N:10]([C:12]3[CH:13]=[C:14]([CH:18]=[CH:19][CH:20]=3)[C:15]([NH:60][C:59]3[CH:61]=[CH:62][CH:63]=[C:57]([CH:54]([CH3:56])[CH3:55])[CH:58]=3)=[O:17])[CH2:9][CH2:8][C:6]=2[N:7]=1. The yield is 0.370. (6) The reactants are [NH2:1][C:2]1[N:3]=[C:4]([CH3:19])[C:5]2[CH:11]=[C:10](Br)[C:9](=[O:13])[N:8]([CH:14]3[CH2:18][CH2:17][CH2:16][CH2:15]3)[C:6]=2[N:7]=1.CC1(C)C(C)(C)OB([C:28]2[CH:29]=[N:30][N:31](C(OC(C)(C)C)=O)[CH:32]=2)O1.C(=O)([O-])[O-].[K+].[K+]. The yield is 0.650. The product is [NH2:1][C:2]1[N:3]=[C:4]([CH3:19])[C:5]2[CH:11]=[C:10]([C:28]3[CH:29]=[N:30][NH:31][CH:32]=3)[C:9](=[O:13])[N:8]([CH:14]3[CH2:18][CH2:17][CH2:16][CH2:15]3)[C:6]=2[N:7]=1. The catalyst is Cl[Pd](Cl)([P](C1C=CC=CC=1)(C1C=CC=CC=1)C1C=CC=CC=1)[P](C1C=CC=CC=1)(C1C=CC=CC=1)C1C=CC=CC=1.CN(C=O)C. (7) The reactants are Br[C:2]1[S:6][C:5]([CH2:7][O:8][C:9]2[C:10]([F:19])=[C:11]([C:15]([F:18])=[CH:16][CH:17]=2)[C:12]([NH2:14])=[O:13])=[N:4][C:3]=1[C:20]1[CH:25]=[CH:24][CH:23]=[C:22]([O:26][CH3:27])[CH:21]=1.O.[OH-].[Na+]. The catalyst is C(O)(=O)C.[Zn]. The product is [F:19][C:10]1[C:9]([O:8][CH2:7][C:5]2[S:6][CH:2]=[C:3]([C:20]3[CH:25]=[CH:24][CH:23]=[C:22]([O:26][CH3:27])[CH:21]=3)[N:4]=2)=[CH:17][CH:16]=[C:15]([F:18])[C:11]=1[C:12]([NH2:14])=[O:13]. The yield is 0.530.